Regression. Given two drug SMILES strings and cell line genomic features, predict the synergy score measuring deviation from expected non-interaction effect. From a dataset of NCI-60 drug combinations with 297,098 pairs across 59 cell lines. (1) Drug 2: C1CN(CCN1C(=O)CCBr)C(=O)CCBr. Drug 1: CC(C)(C#N)C1=CC(=CC(=C1)CN2C=NC=N2)C(C)(C)C#N. Cell line: NCI-H322M. Synergy scores: CSS=-1.84, Synergy_ZIP=1.81, Synergy_Bliss=2.15, Synergy_Loewe=-0.896, Synergy_HSA=-1.14. (2) Drug 1: C1CN1P(=S)(N2CC2)N3CC3. Drug 2: CCN(CC)CCCC(C)NC1=C2C=C(C=CC2=NC3=C1C=CC(=C3)Cl)OC. Cell line: KM12. Synergy scores: CSS=25.0, Synergy_ZIP=1.72, Synergy_Bliss=4.76, Synergy_Loewe=-22.3, Synergy_HSA=3.09.